This data is from Reaction yield outcomes from USPTO patents with 853,638 reactions. The task is: Predict the reaction yield, written as a fraction of the theoretical maximum amount of product (1.0 means a 100% yield; for example, 0.34 means a 34% yield). (1) The reactants are Cl.[CH3:2][NH2:3].C[Al](C)C.C1(C)C=CC=CC=1.[F:15][C:16]1[CH:17]=[C:18]([CH:23]=[CH:24][C:25]=1[CH2:26][N:27]1[C:35]2[C:30](=[C:31]([F:36])[CH:32]=[CH:33][CH:34]=2)[C:29]([C:37](=[O:46])[NH:38][C@H:39]2[CH2:44][CH2:43][CH2:42][CH2:41][C@@H:40]2[OH:45])=[CH:28]1)[C:19](OC)=[O:20].[O-]S([O-])(=O)=O.[Mg+2]. The catalyst is O1CCOCC1.O. The product is [F:36][C:31]1[CH:32]=[CH:33][CH:34]=[C:35]2[C:30]=1[C:29]([C:37]([NH:38][C@H:39]1[CH2:44][CH2:43][CH2:42][CH2:41][C@@H:40]1[OH:45])=[O:46])=[CH:28][N:27]2[CH2:26][C:25]1[CH:24]=[CH:23][C:18]([C:19](=[O:20])[NH:3][CH3:2])=[CH:17][C:16]=1[F:15]. The yield is 0.360. (2) The reactants are CC([O-])(C)C.[Na+].Br[C:8]1[N:12]=[CH:11][N:10]([CH2:13][C:14]2[CH:19]=[CH:18][C:17]([O:20][CH3:21])=[CH:16][CH:15]=2)[N:9]=1.[Br:22][C:23]1[C:29]([Cl:30])=[CH:28][C:26]([NH2:27])=[CH:25][C:24]=1[Cl:31]. The catalyst is CN(C=O)C. The product is [Br:22][C:23]1[C:29]([Cl:30])=[CH:28][C:26]([NH:27][C:11]2[N:10]([CH2:13][C:14]3[CH:19]=[CH:18][C:17]([O:20][CH3:21])=[CH:16][CH:15]=3)[N:9]=[CH:8][N:12]=2)=[CH:25][C:24]=1[Cl:31]. The yield is 0.180. (3) The reactants are [O:1]=[C:2]1[CH2:7][N:6]([C:8]2[CH:13]=[CH:12][CH:11]=[C:10]([O:14][C:15]([F:18])([F:17])[F:16])[CH:9]=2)[CH2:5][CH2:4][N:3]1[CH2:19][C:20]([O:22]C)=[O:21].[Li+].[OH-]. The catalyst is C1COCC1.O. The product is [O:1]=[C:2]1[CH2:7][N:6]([C:8]2[CH:13]=[CH:12][CH:11]=[C:10]([O:14][C:15]([F:18])([F:16])[F:17])[CH:9]=2)[CH2:5][CH2:4][N:3]1[CH2:19][C:20]([OH:22])=[O:21]. The yield is 0.780. (4) The reactants are [CH2:1]([O:8][C:9]1[CH:14]=[CH:13][C:12]([CH2:15][CH2:16][CH2:17][CH2:18][CH2:19][CH2:20][CH2:21][S:22](Cl)(=[O:24])=[O:23])=[CH:11][CH:10]=1)[C:2]1[CH:7]=[CH:6][CH:5]=[CH:4][CH:3]=1.[NH4+].[F-:27]. The catalyst is CC(C)=O.C(OCC)C. The product is [CH2:1]([O:8][C:9]1[CH:14]=[CH:13][C:12]([CH2:15][CH2:16][CH2:17][CH2:18][CH2:19][CH2:20][CH2:21][S:22]([F:27])(=[O:24])=[O:23])=[CH:11][CH:10]=1)[C:2]1[CH:7]=[CH:6][CH:5]=[CH:4][CH:3]=1. The yield is 0.930. (5) The reactants are FC(F)(F)C([N:5]([C@@H:13]1[CH2:15][C@H:14]1[C:16]1[CH:21]=[CH:20][CH:19]=[CH:18][CH:17]=1)[CH2:6][CH:7]1[CH2:12][CH2:11][NH:10][CH2:9][CH2:8]1)=O.C(N(CC)CC)C.[C:31](Cl)(=[O:38])[C:32]1[CH:37]=[CH:36][CH:35]=[CH:34][CH:33]=1.[NH4+].[Cl-]. The catalyst is C(Cl)(Cl)Cl. The product is [C:32]1([C:31]([N:10]2[CH2:9][CH2:8][CH:7]([CH2:6][NH:5][C@@H:13]3[CH2:15][C@H:14]3[C:16]3[CH:17]=[CH:18][CH:19]=[CH:20][CH:21]=3)[CH2:12][CH2:11]2)=[O:38])[CH:37]=[CH:36][CH:35]=[CH:34][CH:33]=1. The yield is 0.463. (6) The product is [NH2:1][C:2]([C:4]1[C:5]([F:18])=[C:6]([CH:14]=[CH:15][C:16]=1[F:17])[O:7][CH2:8][CH2:9][CH2:10][C:11]([O:13][CH2:2][CH2:4][CH2:16][CH3:15])=[O:12])=[O:3]. The reactants are [NH2:1][C:2]([C:4]1[C:5]([F:18])=[C:6]([CH:14]=[CH:15][C:16]=1[F:17])[O:7][CH2:8][CH:9]=[CH:10][C:11]([OH:13])=[O:12])=[O:3]. The catalyst is C(O)CCC.[Rh]. The yield is 0.870. (7) The reactants are [CH2:1]([C@:4]1([C:17]2[CH:22]=[CH:21][C:20]([F:23])=[CH:19][CH:18]=2)[CH2:9][CH2:8][N:7]([C@H:10]([C:12]([CH3:15])([CH3:14])[CH3:13])[CH3:11])[C:6](=[O:16])[NH:5]1)[CH:2]=C.[O:24]=[O+][O-].[BH4-].[Na+]. The catalyst is C(Cl)Cl. The product is [CH3:13][C:12]([CH3:15])([CH3:14])[C@@H:10]([N:7]1[CH2:8][CH2:9][C@@:4]([C:17]2[CH:22]=[CH:21][C:20]([F:23])=[CH:19][CH:18]=2)([CH2:1][CH2:2][OH:24])[NH:5][C:6]1=[O:16])[CH3:11]. The yield is 0.420. (8) The reactants are [Br:1][C:2]1[CH:3]=[C:4]([N:8]2[C:16]3[CH:15]=[C:14](Cl)[N:13]=[CH:12][C:11]=3[C:10]([C:18]([NH2:20])=[O:19])=[N:9]2)[CH:5]=[CH:6][CH:7]=1.Cl.[NH:22]1[CH2:26][CH2:25][C@@H:24]([OH:27])[CH2:23]1. No catalyst specified. The product is [Br:1][C:2]1[CH:3]=[C:4]([N:8]2[C:16]3[CH:15]=[C:14]([N:22]4[CH2:26][CH2:25][C@@H:24]([OH:27])[CH2:23]4)[N:13]=[CH:12][C:11]=3[C:10]([C:18]([NH2:20])=[O:19])=[N:9]2)[CH:5]=[CH:6][CH:7]=1. The yield is 0.610. (9) The reactants are [CH3:1][O:2][C:3]1[CH:4]=[C:5]([CH:9]=[C:10]([C:12]2[CH:21]=[CH:20][C:19]3[C:14](=[CH:15][CH:16]=[C:17]([O:22][CH3:23])[CH:18]=3)[CH:13]=2)[CH:11]=1)[C:6](O)=[O:7].[NH2:24][C:25]1[CH:30]=[CH:29][CH:28]=[CH:27][CH:26]=1. No catalyst specified. The product is [CH3:1][O:2][C:3]1[CH:4]=[C:5]([CH:9]=[C:10]([C:12]2[CH:21]=[CH:20][C:19]3[C:14](=[CH:15][CH:16]=[C:17]([O:22][CH3:23])[CH:18]=3)[CH:13]=2)[CH:11]=1)[C:6]([NH:24][C:25]1[CH:30]=[CH:29][CH:28]=[CH:27][CH:26]=1)=[O:7]. The yield is 0.110. (10) The reactants are C([NH:8][CH2:9][C:10](O)=[O:11])(OC(C)(C)C)=O.CN(C=O)C.Cl.[NH2:19][CH2:20][C:21]1[CH:22]=[CH:23][C:24]([F:46])=[C:25]([N:27]2[C:32]([CH3:33])=[CH:31][C:30]([O:34][CH2:35][C:36]3[CH:41]=[CH:40][C:39]([F:42])=[CH:38][C:37]=3[F:43])=[C:29]([Cl:44])[C:28]2=[O:45])[CH:26]=1.Cl. The catalyst is CO. The product is [ClH:44].[Cl:44][C:29]1[C:28](=[O:45])[N:27]([C:25]2[CH:26]=[C:21]([CH:22]=[CH:23][C:24]=2[F:46])[CH2:20][NH:19][C:10](=[O:11])[CH2:9][NH2:8])[C:32]([CH3:33])=[CH:31][C:30]=1[O:34][CH2:35][C:36]1[CH:41]=[CH:40][C:39]([F:42])=[CH:38][C:37]=1[F:43]. The yield is 0.660.